From a dataset of Reaction yield outcomes from USPTO patents with 853,638 reactions. Predict the reaction yield, written as a fraction of the theoretical maximum amount of product (1.0 means a 100% yield; for example, 0.34 means a 34% yield). The reactants are [H-].[Na+].[I-].[CH3:4][S+](C)(C)=O.[CH2:9]([C@:11]12[CH2:35][CH2:34][C:33](=[O:36])[CH2:32][C@H:12]1[CH2:13][CH2:14][O:15][C:16]1[C:17]2=[CH:18][C:19]2[CH:20]=[N:21][N:22]([C:25]3[CH:30]=[CH:29][N:28]=[C:27]([CH3:31])[CH:26]=3)[C:23]=2[CH:24]=1)[CH3:10]. The catalyst is CS(C)=O.C1COCC1. The product is [CH2:9]([C:11]12[CH2:35][CH2:34][C:33]3([CH2:4][O:36]3)[CH2:32][CH:12]1[CH2:13][CH2:14][O:15][C:16]1[C:17]2=[CH:18][C:19]2[CH:20]=[N:21][N:22]([C:25]3[CH:30]=[CH:29][N:28]=[C:27]([CH3:31])[CH:26]=3)[C:23]=2[CH:24]=1)[CH3:10]. The yield is 0.820.